This data is from Full USPTO retrosynthesis dataset with 1.9M reactions from patents (1976-2016). The task is: Predict the reactants needed to synthesize the given product. (1) Given the product [CH2:1]([N:8]1[C:16]2[C:11](=[C:12]([C:17]3[CH:22]=[CH:21][C:20]([O:23][C:24]([F:27])([F:25])[F:26])=[CH:19][CH:18]=3)[CH:13]=[CH:14][CH:15]=2)[C:10]([C:28](=[O:34])[C:29]([OH:31])=[O:30])=[CH:9]1)[C:2]1[CH:3]=[CH:4][CH:5]=[CH:6][CH:7]=1, predict the reactants needed to synthesize it. The reactants are: [CH2:1]([N:8]1[C:16]2[C:11](=[C:12]([C:17]3[CH:22]=[CH:21][C:20]([O:23][C:24]([F:27])([F:26])[F:25])=[CH:19][CH:18]=3)[CH:13]=[CH:14][CH:15]=2)[C:10]([C:28](=[O:34])[C:29]([O:31]CC)=[O:30])=[CH:9]1)[C:2]1[CH:7]=[CH:6][CH:5]=[CH:4][CH:3]=1.[OH-].[K+]. (2) Given the product [NH2:23][C:10](=[O:11])[C@@H:9]([NH:8][C:6](=[O:7])[O:5][C:1]([CH3:4])([CH3:3])[CH3:2])[CH2:13][C:14]1[CH:19]=[CH:18][C:17]([I:20])=[CH:16][CH:15]=1, predict the reactants needed to synthesize it. The reactants are: [C:1]([O:5][C:6]([NH:8][C@@H:9]([CH2:13][C:14]1[CH:19]=[CH:18][C:17]([I:20])=[CH:16][CH:15]=1)[C:10](O)=[O:11])=[O:7])([CH3:4])([CH3:3])[CH3:2].C([N:23]1CCOCC1)C.CN(C(ON1N=NC2C=CC=CC1=2)=[N+](C)C)C.[B-](F)(F)(F)F.N.